Dataset: hERG Central: cardiac toxicity at 1µM, 10µM, and general inhibition. Task: Predict hERG channel inhibition at various concentrations. (1) The compound is CCN(CC)CC#CCC(O)(c1ccccc1)c1ccc(Br)cc1.Cl. Results: hERG_inhib (hERG inhibition (general)): blocker. (2) The molecule is CCN(CC)S(=O)(=O)c1ccc(Cl)c(C(=O)Nc2cccnc2)c1. Results: hERG_inhib (hERG inhibition (general)): blocker. (3) The compound is O=C(Nc1ccc(OC(F)F)c(Cl)c1)[C@@H]1CCCN1C(=O)c1cccs1. Results: hERG_inhib (hERG inhibition (general)): blocker. (4) The molecule is CCOC(=O)N1CCC(N2C(=O)c3ccccc3C2Nc2c(C)cccc2C)CC1. Results: hERG_inhib (hERG inhibition (general)): blocker. (5) The drug is CC(C)Cn1c(=O)c2c(nc3n2CC(C)CN3Cc2ccccc2)n(C)c1=O. Results: hERG_inhib (hERG inhibition (general)): blocker. (6) The drug is CCOC(=O)C1(CCc2ccccc2)CCN(C(C)CSC)CC1. Results: hERG_inhib (hERG inhibition (general)): blocker.